From a dataset of Forward reaction prediction with 1.9M reactions from USPTO patents (1976-2016). Predict the product of the given reaction. (1) The product is: [F:1][C:2]1[CH:3]=[CH:4][C:5]([C:8]2[N:9]=[C:10]([S:20][CH2:21][C:22]([NH:24][CH:25]([CH2:30][CH2:31][C:32]([O:34][CH3:35])=[O:33])[C:26]([OH:28])=[O:27])=[O:23])[N:11]([CH3:19])[C:12]=2[C:13]2[CH:18]=[CH:17][N:16]=[CH:15][CH:14]=2)=[CH:6][CH:7]=1. Given the reactants [F:1][C:2]1[CH:7]=[CH:6][C:5]([C:8]2[N:9]=[C:10]([S:20][CH2:21][C:22]([NH:24][CH:25]([CH2:30][CH2:31][C:32]([O:34][CH3:35])=[O:33])[C:26]([O:28]C)=[O:27])=[O:23])[N:11]([CH3:19])[C:12]=2[C:13]2[CH:18]=[CH:17][N:16]=[CH:15][CH:14]=2)=[CH:4][CH:3]=1.[OH-].[Na+], predict the reaction product. (2) Given the reactants C(C1C=CC(C(NC2C=CC(C3SC(CCC(O)=O)=NC=3)=CC=2)=O)=CC=1)(C)(C)C.[C:30]([C:34]1[CH:63]=[CH:62][C:37]([C:38]([NH:40][C:41]2[CH:46]=[CH:45][C:44]([C:47]3[O:51][C:50]([CH:52]4[CH2:57][CH2:56][CH:55]([C:58]([O:60]C)=[O:59])[CH2:54][CH2:53]4)=[N:49][CH:48]=3)=[CH:43][CH:42]=2)=[O:39])=[CH:36][CH:35]=1)([CH3:33])([CH3:32])[CH3:31], predict the reaction product. The product is: [C:30]([C:34]1[CH:63]=[CH:62][C:37]([C:38]([NH:40][C:41]2[CH:46]=[CH:45][C:44]([C:47]3[O:51][C:50]([CH:52]4[CH2:57][CH2:56][CH:55]([C:58]([OH:60])=[O:59])[CH2:54][CH2:53]4)=[N:49][CH:48]=3)=[CH:43][CH:42]=2)=[O:39])=[CH:36][CH:35]=1)([CH3:33])([CH3:31])[CH3:32]. (3) Given the reactants [Br:1][C:2]1[CH:9]=[CH:8][CH:7]=[CH:6][C:3]=1[CH:4]=[O:5].[CH2:10](O)[CH2:11][CH2:12][OH:13].O.C1(C)C=CC(S(O)(=O)=O)=CC=1, predict the reaction product. The product is: [Br:1][C:2]1[CH:9]=[CH:8][CH:7]=[CH:6][C:3]=1[CH:4]1[O:13][CH2:12][CH2:11][CH2:10][O:5]1. (4) Given the reactants C([Mg]Br)C.[Cl:5][C:6]1[N:20]=[CH:19][C:9]2[C:10]3[N:11]([CH:15]=[C:16](I)[N:17]=3)[CH2:12][CH2:13][O:14][C:8]=2[CH:7]=1.CN(C)[CH:23]=[O:24], predict the reaction product. The product is: [Cl:5][C:6]1[N:20]=[CH:19][C:9]2[C:10]3[N:11]([CH:15]=[C:16]([CH:23]=[O:24])[N:17]=3)[CH2:12][CH2:13][O:14][C:8]=2[CH:7]=1. (5) Given the reactants [H-].[Na+].[C:3]1([C:9]2[N:10]=[CH:11][C:12]([NH:21][CH3:22])=[N:13][C:14]=2[C:15]2[CH:20]=[CH:19][CH:18]=[CH:17][CH:16]=2)[CH:8]=[CH:7][CH:6]=[CH:5][CH:4]=1.[CH2:23]([O:30][C:31]1[CH:40]=[CH:39][CH:38]=[C:37]2[C:32]=1[CH2:33][CH2:34][C:35]([CH2:41]Cl)=[CH:36]2)[C:24]1[CH:29]=[CH:28][CH:27]=[CH:26][CH:25]=1, predict the reaction product. The product is: [CH2:23]([O:30][C:31]1[CH:40]=[CH:39][CH:38]=[C:37]2[C:32]=1[CH2:33][CH2:34][C:35]([CH2:41][N:21]([C:12]1[CH:11]=[N:10][C:9]([C:3]3[CH:8]=[CH:7][CH:6]=[CH:5][CH:4]=3)=[C:14]([C:15]3[CH:20]=[CH:19][CH:18]=[CH:17][CH:16]=3)[N:13]=1)[CH3:22])=[CH:36]2)[C:24]1[CH:29]=[CH:28][CH:27]=[CH:26][CH:25]=1. (6) Given the reactants [CH3:1][O:2][C:3](=[O:36])[NH:4][C@H:5]([C:9]([N:11]1[CH2:15][CH2:14][CH2:13][C@H:12]1[C:16]1[NH:17][C:18]([C:21]2[CH:26]=[CH:25][C:24]([C:27]3[S:31][C:30]4[CH:32]=[C:33](Br)[S:34][C:29]=4[CH:28]=3)=[CH:23][CH:22]=2)=[CH:19][N:20]=1)=[O:10])[CH:6]([CH3:8])[CH3:7].C(OC([N:44]1[C:48]([Sn](CCCC)(CCCC)CCCC)=[CH:47][N:46]=[C:45]1[C@@H:62]1[CH2:66][CH2:65][CH2:64][N:63]1[C:67]([O:69][C:70]([CH3:73])([CH3:72])[CH3:71])=[O:68])=O)(C)(C)C, predict the reaction product. The product is: [C:70]([O:69][C:67]([N:63]1[CH2:64][CH2:65][CH2:66][C@H:62]1[C:45]1[NH:46][C:47]([C:33]2[S:34][C:29]3[CH:28]=[C:27]([C:24]4[CH:25]=[CH:26][C:21]([C:18]5[NH:17][C:16]([C@@H:12]6[CH2:13][CH2:14][CH2:15][N:11]6[C:9](=[O:10])[C@@H:5]([NH:4][C:3]([O:2][CH3:1])=[O:36])[CH:6]([CH3:8])[CH3:7])=[N:20][CH:19]=5)=[CH:22][CH:23]=4)[S:31][C:30]=3[CH:32]=2)=[CH:48][N:44]=1)=[O:68])([CH3:73])([CH3:71])[CH3:72].